This data is from Peptide-MHC class I binding affinity with 185,985 pairs from IEDB/IMGT. The task is: Regression. Given a peptide amino acid sequence and an MHC pseudo amino acid sequence, predict their binding affinity value. This is MHC class I binding data. (1) The peptide sequence is EFFGWAEGY. The MHC is HLA-B48:01 with pseudo-sequence HLA-B48:01. The binding affinity (normalized) is 0.0847. (2) The binding affinity (normalized) is 0.128. The MHC is H-2-Kb with pseudo-sequence H-2-Kb. The peptide sequence is SSPASFEKKF.